This data is from Caco-2 cell permeability data measuring drug intestinal absorption for ~900 compounds. The task is: Regression/Classification. Given a drug SMILES string, predict its absorption, distribution, metabolism, or excretion properties. Task type varies by dataset: regression for continuous measurements (e.g., permeability, clearance, half-life) or binary classification for categorical outcomes (e.g., BBB penetration, CYP inhibition). For this dataset (caco2_wang), we predict Y. (1) The compound is CC(C)c1ccc(NC(=O)c2ccnn2CCc2ccncc2)cc1. The Y is -5.09 log Papp (cm/s). (2) The molecule is C[C@H]1CN(c2c(F)c(N)c3c(=O)c(C(=O)O)cn(C4CC4)c3c2F)C[C@@H](C)N1. The Y is -4.78 log Papp (cm/s). (3) The drug is C[C@@H](O)[C@@H]1NC(=O)[C@H](CCCCN)N(C)C(=O)[C@@H](Cc2c[nH]c3ccccc23)N(C)C(=O)[C@H](Cc2ccccc2)NC(=O)[C@@H]2CCCN2C(=O)[C@H](Cc2ccccc2)NC1=O. The Y is -6.74 log Papp (cm/s). (4) The compound is CCO[C@H](CCC(C)(C)O)[C@](C)(O)[C@H]1CC[C@@]2(O)C3=CC(=O)[C@@H]4C[C@@H](O)[C@@H](O)C[C@@]4(C)C3CC[C@]12C. The Y is -4.86 log Papp (cm/s). (5) The molecule is O=c1c2ccccc2nc2n1CCc1c-2[nH]c2ccccc12. The Y is -5.06 log Papp (cm/s).